This data is from Forward reaction prediction with 1.9M reactions from USPTO patents (1976-2016). The task is: Predict the product of the given reaction. (1) Given the reactants C(=O)([O-])[O-].[Cs+].[Cs+].[I:7][C:8]1[CH:17]=[CH:16][C:11]([C:12]([O:14][CH3:15])=[O:13])=[C:10]([OH:18])[CH:9]=1.[CH2:19](Br)[CH2:20][C:21]1[CH:26]=[CH:25][CH:24]=[CH:23][CH:22]=1.Cl, predict the reaction product. The product is: [I:7][C:8]1[CH:17]=[CH:16][C:11]([C:12]([O:14][CH3:15])=[O:13])=[C:10]([O:18][CH2:19][CH2:20][C:21]2[CH:26]=[CH:25][CH:24]=[CH:23][CH:22]=2)[CH:9]=1. (2) Given the reactants Cl[C:2]1[C:11]2[C:6](=[C:7]([N+:12]([O-:14])=[O:13])[CH:8]=[CH:9][CH:10]=2)[N:5]=[CH:4][N:3]=1.[F:15][C:16]([F:25])([F:24])[C:17]1[CH:18]=[C:19]([CH:21]=[CH:22][CH:23]=1)[NH2:20], predict the reaction product. The product is: [N+:12]([C:7]1[CH:8]=[CH:9][CH:10]=[C:11]2[C:6]=1[N:5]=[CH:4][N:3]=[C:2]2[NH:20][C:19]1[CH:21]=[CH:22][CH:23]=[C:17]([C:16]([F:15])([F:24])[F:25])[CH:18]=1)([O-:14])=[O:13]. (3) Given the reactants [CH3:1][C:2]1[CH:7]=[CH:6][CH:5]=[C:4]([CH3:8])[C:3]=1[C:9]1[CH:14]=[CH:13][C:12]([C:15]([OH:17])=O)=[CH:11][CH:10]=1.CN(C)C=O.C(Cl)(=O)C([Cl:26])=O, predict the reaction product. The product is: [CH3:1][C:2]1[CH:7]=[CH:6][CH:5]=[C:4]([CH3:8])[C:3]=1[C:9]1[CH:14]=[CH:13][C:12]([C:15]([Cl:26])=[O:17])=[CH:11][CH:10]=1. (4) Given the reactants Cl[C:2]1[N:7]=[C:6]([C:8]2[CH:9]=[C:10]([C:23]3[N:27]([CH2:28][O:29][CH2:30][CH2:31][Si:32]([CH3:35])([CH3:34])[CH3:33])[C:26]4[CH:36]=[CH:37][CH:38]=[CH:39][C:25]=4[N:24]=3)[C:11](=[O:22])[N:12]([CH2:14][O:15][CH2:16][CH2:17][Si:18]([CH3:21])([CH3:20])[CH3:19])[N:13]=2)[CH:5]=[CH:4][N:3]=1.[CH:40]1(B(O)O)[CH2:42][CH2:41]1.P([O-])([O-])([O-])=O.[K+].[K+].[K+], predict the reaction product. The product is: [CH:40]1([C:2]2[N:7]=[C:6]([C:8]3[CH:9]=[C:10]([C:23]4[N:27]([CH2:28][O:29][CH2:30][CH2:31][Si:32]([CH3:35])([CH3:34])[CH3:33])[C:26]5[CH:36]=[CH:37][CH:38]=[CH:39][C:25]=5[N:24]=4)[C:11](=[O:22])[N:12]([CH2:14][O:15][CH2:16][CH2:17][Si:18]([CH3:21])([CH3:20])[CH3:19])[N:13]=3)[CH:5]=[CH:4][N:3]=2)[CH2:42][CH2:41]1. (5) Given the reactants N=C=N.N1C2C(=CC=CC=2)C([CH2:13][C:14]2[CH:22]=[CH:21][C:17]([C:18]([OH:20])=O)=[CH:16][CH:15]=2)=C1.[CH:23]1[CH:24]=[CH:25][C:26]2N(O)N=[N:29][C:27]=2[CH:28]=1.[N:33]1([C@H:38]2[CH2:42][CH2:41][NH:40][CH2:39]2)[CH2:37][CH2:36][CH2:35][CH2:34]1.[CH3:43][C:44]#N, predict the reaction product. The product is: [N:29]1([CH2:13][C:14]2[CH:15]=[CH:16][C:17]([C:18]([N:40]3[CH2:41][CH2:42][C@H:38]([N:33]4[CH2:37][CH2:36][CH2:35][CH2:34]4)[CH2:39]3)=[O:20])=[CH:21][CH:22]=2)[C:27]2[C:26](=[CH:25][CH:24]=[CH:23][CH:28]=2)[CH:44]=[CH:43]1.